Predict the reactants needed to synthesize the given product. From a dataset of Full USPTO retrosynthesis dataset with 1.9M reactions from patents (1976-2016). (1) Given the product [CH:4]([O:7][C:8]([N:10]1[CH2:16][CH2:15][CH2:14][CH:13]([N:17]([C:33](=[O:35])[CH3:34])[CH2:18][C:19]2[CH:24]=[C:23]([C:25]([F:28])([F:27])[F:26])[CH:22]=[C:21]([C:29]([F:32])([F:31])[F:30])[CH:20]=2)[C:12]2[N:36]=[C:37]([CH3:41])[CH:38]=[CH:39][C:11]1=2)=[O:9])([CH3:6])[CH3:5], predict the reactants needed to synthesize it. The reactants are: ClCCl.[CH:4]([O:7][C:8]([N:10]1[CH2:16][CH2:15][CH2:14][CH:13]([N:17]([C:33](=[O:35])[CH3:34])[CH2:18][C:19]2[CH:24]=[C:23]([C:25]([F:28])([F:27])[F:26])[CH:22]=[C:21]([C:29]([F:32])([F:31])[F:30])[CH:20]=2)[C:12]2[N:36]=[C:37](Cl)[CH:38]=[CH:39][C:11]1=2)=[O:9])([CH3:6])[CH3:5].[CH3:41]B(O)O.[F-].[Cs+]. (2) Given the product [CH3:9][O:8][C:6]1[CH:5]=[CH:4][N:3]=[C:2]([C:10]#[N:11])[N:7]=1, predict the reactants needed to synthesize it. The reactants are: Cl[C:2]1[N:7]=[C:6]([O:8][CH3:9])[CH:5]=[CH:4][N:3]=1.[CH3:10][N:11](C=O)C. (3) Given the product [N:4]1[CH:5]=[CH:6][CH:7]=[CH:2][C:3]=1[C:9]1[NH:10][N:11]=[CH:12][CH:13]=1, predict the reactants needed to synthesize it. The reactants are: Cl[C:2]1[C:3]([C:9]2[CH:13]=[C:12](C(F)(F)F)[NH:11][N:10]=2)=[N:4][CH:5]=[C:6](Cl)[CH:7]=1.C(=O)([O-])[O-].[K+].[K+].CI.C(OCC)C. (4) Given the product [CH2:25]([O:32][C:33]1[CH:34]=[CH:35][C:36]([C:39]2[NH:45][C:14]([CH:13]([C:10]3[CH:9]=[CH:8][C:7]([S:4]([CH:1]4[CH2:3][CH2:2]4)(=[O:6])=[O:5])=[CH:12][CH:11]=3)[CH2:18][CH:19]3[CH2:20][CH2:21][O:22][CH2:23][CH2:24]3)=[CH:15][CH:16]=2)=[N:37][CH:38]=1)[C:26]1[CH:31]=[CH:30][CH:29]=[CH:28][CH:27]=1, predict the reactants needed to synthesize it. The reactants are: [CH:1]1([S:4]([C:7]2[CH:12]=[CH:11][C:10]([CH:13]([CH2:18][CH:19]3[CH2:24][CH2:23][O:22][CH2:21][CH2:20]3)[C:14](=O)[CH:15]=[CH2:16])=[CH:9][CH:8]=2)(=[O:6])=[O:5])[CH2:3][CH2:2]1.[CH2:25]([O:32][C:33]1[CH:34]=[CH:35][C:36]([CH:39]=O)=[N:37][CH:38]=1)[C:26]1[CH:31]=[CH:30][CH:29]=[CH:28][CH:27]=1.C([O-])(=O)C.[NH4+:45].C(=O)([O-])O.[Na+]. (5) Given the product [C:9]([O:13][C:14](=[O:20])[NH:15][CH2:16][CH2:17][CH2:18][O:8][C:4]1[CH:5]=[CH:6][CH:7]=[C:2]([Br:1])[CH:3]=1)([CH3:12])([CH3:11])[CH3:10], predict the reactants needed to synthesize it. The reactants are: [Br:1][C:2]1[CH:3]=[C:4]([OH:8])[CH:5]=[CH:6][CH:7]=1.[C:9]([O:13][C:14](=[O:20])[NH:15][CH2:16][CH2:17][CH2:18]O)([CH3:12])([CH3:11])[CH3:10].C1(P(C2C=CC=CC=2)C2C=CC=CC=2)C=CC=CC=1.CC(OC(/N=N/C(OC(C)C)=O)=O)C.